The task is: Predict the reactants needed to synthesize the given product.. This data is from Full USPTO retrosynthesis dataset with 1.9M reactions from patents (1976-2016). (1) Given the product [Cl:9][C:6]1[N:5]=[CH:4][N:3]=[C:2]([N:19]2[CH2:20][CH2:21][CH2:22][CH2:23][CH2:24][CH:18]2[CH3:17])[C:7]=1[F:8], predict the reactants needed to synthesize it. The reactants are: Cl[C:2]1[C:7]([F:8])=[C:6]([Cl:9])[N:5]=[CH:4][N:3]=1.C(=O)([O-])[O-].[K+].[K+].Cl.[CH3:17][CH:18]1[CH2:24][CH2:23][CH2:22][CH2:21][CH2:20][NH:19]1.[Cl-].[NH4+]. (2) Given the product [C:23]([N:11]1[C:12]([CH:14]2[CH2:15][CH2:16]2)=[CH:13][C:9]([NH:8][C:6]2[C:5]([C:17]([O:19][CH2:20][CH3:21])=[O:18])=[CH:4][N:3]=[C:2]([Br:1])[N:7]=2)=[N:10]1)(=[O:24])[CH3:22], predict the reactants needed to synthesize it. The reactants are: [Br:1][C:2]1[N:7]=[C:6]([NH:8][C:9]2[CH:13]=[C:12]([CH:14]3[CH2:16][CH2:15]3)[NH:11][N:10]=2)[C:5]([C:17]([O:19][CH2:20][CH3:21])=[O:18])=[CH:4][N:3]=1.[CH3:22][C:23](OC(C)=O)=[O:24].